Dataset: Catalyst prediction with 721,799 reactions and 888 catalyst types from USPTO. Task: Predict which catalyst facilitates the given reaction. (1) Reactant: [N:1]1[CH:6]=[CH:5][C:4]([CH2:7][CH2:8][CH2:9][OH:10])=[CH:3][CH:2]=1.[ClH:11]. Product: [ClH:11].[NH:1]1[CH2:6][CH2:5][CH:4]([CH2:7][CH2:8][CH2:9][OH:10])[CH2:3][CH2:2]1. The catalyst class is: 856. (2) Reactant: [Cl:1][C:2]1[CH:7]=[CH:6][C:5]([C:8]2[O:9][C:10]3[CH:19]=[C:18]([N+:20]([O-:22])=[O:21])[C:17](OS(C(F)(F)F)(=O)=O)=[CH:16][C:11]=3[C:12]=2[C:13]([O-:15])=[O:14])=[CH:4][CH:3]=1.[F-].[K+].[Na+].[Br-].[CH:35]1(B(O)O)[CH2:37][CH2:36]1.[C:41]1(C)C=CC=C[CH:42]=1. Product: [Cl:1][C:2]1[CH:3]=[CH:4][C:5]([C:8]2[O:9][C:10]3[CH:19]=[C:18]([N+:20]([O-:22])=[O:21])[C:17]([CH:35]4[CH2:37][CH2:36]4)=[CH:16][C:11]=3[C:12]=2[C:13]([O:15][CH2:41][CH3:42])=[O:14])=[CH:6][CH:7]=1. The catalyst class is: 103. (3) Reactant: [CH3:1][O:2][C:3]1[CH:12]=[C:11]2[C:6]([N:7]=[CH:8][C:9](=[O:13])[NH:10]2)=[CH:5][CH:4]=1.CS(O[CH2:19][CH2:20][N:21]1[CH2:26][CH2:25][CH:24]([NH:27][C:28]([O:30][C:31]([CH3:34])([CH3:33])[CH3:32])=[O:29])[CH:23]([F:35])[CH2:22]1)(=O)=O.[H-].[Na+]. Product: [F:35][CH:23]1[CH:24]([NH:27][C:28](=[O:29])[O:30][C:31]([CH3:32])([CH3:33])[CH3:34])[CH2:25][CH2:26][N:21]([CH2:20][CH2:19][N:10]2[C:11]3[C:6](=[CH:5][CH:4]=[C:3]([O:2][CH3:1])[CH:12]=3)[N:7]=[CH:8][C:9]2=[O:13])[CH2:22]1. The catalyst class is: 21.